Dataset: Catalyst prediction with 721,799 reactions and 888 catalyst types from USPTO. Task: Predict which catalyst facilitates the given reaction. Reactant: [CH2:1]([O:8][CH2:9][CH2:10][CH2:11][C@H:12]([C:17]1[C:21]([CH:22]2[CH2:24][CH2:23]2)=[C:20]([C:25]2[CH:29]=[C:28]([CH2:30][C:31]([CH3:34])([CH3:33])[CH3:32])[O:27][N:26]=2)[O:19][N:18]=1)[CH2:13][C:14](O)=[O:15])[C:2]1[CH:7]=[CH:6][CH:5]=[CH:4][CH:3]=1.S(Cl)(Cl)=O.[Cl:39][C:40]1[CH:45]=[C:44]([Cl:46])[CH:43]=[CH:42][C:41]=1[NH2:47]. Product: [Cl:39][C:40]1[CH:45]=[C:44]([Cl:46])[CH:43]=[CH:42][C:41]=1[NH:47][C:14](=[O:15])[CH2:13][C@@H:12]([C:17]1[C:21]([CH:22]2[CH2:23][CH2:24]2)=[C:20]([C:25]2[CH:29]=[C:28]([CH2:30][C:31]([CH3:32])([CH3:34])[CH3:33])[O:27][N:26]=2)[O:19][N:18]=1)[CH2:11][CH2:10][CH2:9][O:8][CH2:1][C:2]1[CH:7]=[CH:6][CH:5]=[CH:4][CH:3]=1. The catalyst class is: 44.